Dataset: Full USPTO retrosynthesis dataset with 1.9M reactions from patents (1976-2016). Task: Predict the reactants needed to synthesize the given product. (1) The reactants are: [Cl:1][C:2]1[CH:7]=[C:6]([F:8])[CH:5]=[CH:4][C:3]=1[CH2:9][CH2:10][CH2:11][NH2:12].[CH:13]1([C:20]2[CH:29]=[CH:28][C:23]3[NH:24][C:25](=[O:27])[O:26][C:22]=3[CH:21]=2)[CH2:18][CH2:17][C:16](=O)[CH2:15][CH2:14]1. Given the product [Cl:1][C:2]1[CH:7]=[C:6]([F:8])[CH:5]=[CH:4][C:3]=1[CH2:9][CH2:10][CH2:11][NH:12][C@H:16]1[CH2:17][CH2:18][C@H:13]([C:20]2[CH:29]=[CH:28][C:23]3[NH:24][C:25](=[O:27])[O:26][C:22]=3[CH:21]=2)[CH2:14][CH2:15]1, predict the reactants needed to synthesize it. (2) Given the product [CH:28]1([CH2:34][CH2:35][CH2:36][CH2:37][O:38][C:39](=[O:40])[NH:17][C@H:16]2[C:15](=[O:18])[NH:14][C@@H:13]2[CH3:12])[CH2:33][CH2:32][CH2:31][CH2:30][CH2:29]1, predict the reactants needed to synthesize it. The reactants are: C1(C)C=CC(S([O-])(=O)=O)=CC=1.[CH3:12][C@@H:13]1[C@@H:16]([NH3+:17])[C:15](=[O:18])[NH:14]1.CCN(C(C)C)C(C)C.[CH:28]1([CH2:34][CH2:35][CH2:36][CH2:37][O:38][C:39](N2C=CC=CC2=O)=[O:40])[CH2:33][CH2:32][CH2:31][CH2:30][CH2:29]1. (3) Given the product [CH3:3][C:4]1[C:5](=[O:11])[NH:6][C:7]([S:10][CH3:12])=[N:8][CH:9]=1, predict the reactants needed to synthesize it. The reactants are: [OH-].[K+].[CH3:3][C:4]1[C:5](=[O:11])[NH:6][C:7](=[S:10])[NH:8][CH:9]=1.[CH3:12]I. (4) Given the product [Br:1][C:2]1[CH:3]=[CH:4][C:5]([C:8]2[N:9]=[C:10]([C:22]3[CH:27]=[CH:26][CH:25]=[C:24]([Cl:28])[CH:23]=3)[O:11][C:12]=2[C@@H:13]2[CH2:18][CH2:17][CH2:16][CH2:15][C@H:14]2[C:19]([NH:38][C:39]2([C:40]#[N:41])[CH2:43][CH2:44]2)=[O:21])=[CH:6][CH:7]=1, predict the reactants needed to synthesize it. The reactants are: [Br:1][C:2]1[CH:7]=[CH:6][C:5]([C:8]2[N:9]=[C:10]([C:22]3[CH:27]=[CH:26][CH:25]=[C:24]([Cl:28])[CH:23]=3)[O:11][C:12]=2[C@@H:13]2[CH2:18][CH2:17][CH2:16][CH2:15][C@H:14]2[C:19]([OH:21])=O)=[CH:4][CH:3]=1.F[P-](F)(F)(F)(F)F.N1(OC(N(C)C)=[N+](C)C)[C:40]2[N:41]=C[CH:43]=[CH:44][C:39]=2[N:38]=N1.Cl.NC1(C#N)CC1.C(N(CC)C(C)C)(C)C. (5) Given the product [CH:3]1([C@H:9]([NH:14][C:15]([C:17]2[CH:22]=[C:21]([F:23])[C:20]([F:24])=[CH:19][C:18]=2[NH:25][C:26]([NH:28][C:29]2[C:34]([CH3:35])=[CH:33][C:32]([CH3:36])=[CH:31][C:30]=2[CH3:37])=[O:27])=[O:16])[C:10]([OH:12])=[O:11])[CH2:4][CH2:5][CH2:6][CH2:7][CH2:8]1, predict the reactants needed to synthesize it. The reactants are: [OH-].[Li+].[CH:3]1([C@H:9]([NH:14][C:15]([C:17]2[CH:22]=[C:21]([F:23])[C:20]([F:24])=[CH:19][C:18]=2[NH:25][C:26]([NH:28][C:29]2[C:34]([CH3:35])=[CH:33][C:32]([CH3:36])=[CH:31][C:30]=2[CH3:37])=[O:27])=[O:16])[C:10]([O:12]C)=[O:11])[CH2:8][CH2:7][CH2:6][CH2:5][CH2:4]1.CO.O. (6) Given the product [CH3:25][O:26][C:27]1[CH:28]=[C:29]([NH:30][C:2]2[C:3]3[NH:15][N:14]=[CH:13][C:4]=3[N:5]=[C:6]([C:8]3[S:9][CH:10]=[CH:11][CH:12]=3)[N:7]=2)[CH:31]=[CH:32][C:33]=1[O:34][CH3:35], predict the reactants needed to synthesize it. The reactants are: Cl[C:2]1[C:3]2[C:4](=[CH:13][N:14](CC3C=CC(OC)=CC=3)[N:15]=2)[N:5]=[C:6]([C:8]2[S:9][CH:10]=[CH:11][CH:12]=2)[N:7]=1.[CH3:25][O:26][C:27]1[CH:28]=[C:29]([CH:31]=[CH:32][C:33]=1[O:34][CH3:35])[NH2:30].Cl. (7) Given the product [NH2:1][C:2]1[C:11]2[C:6](=[CH:7][CH:8]=[C:9]([C:12]3[S:16][C:15]([CH2:17][NH:18][C:19]4[C:20]([C:21]([NH:23][CH2:24][C:25]5[CH:30]=[CH:29][C:28]([F:31])=[C:27]([F:32])[CH:26]=5)=[O:22])=[CH:33][C:34]([CH2:37][CH3:38])=[CH:35][N:36]=4)=[CH:14][CH:13]=3)[CH:10]=2)[N:5]=[CH:4][N:3]=1, predict the reactants needed to synthesize it. The reactants are: [NH2:1][C:2]1[C:11]2[C:6](=[CH:7][CH:8]=[C:9]([C:12]3[S:16][C:15]([CH2:17][NH:18][C:19]4[N:36]=[CH:35][C:34]([C:37]#[CH:38])=[CH:33][C:20]=4[C:21]([NH:23][CH2:24][C:25]4[CH:30]=[CH:29][C:28]([F:31])=[C:27]([F:32])[CH:26]=4)=[O:22])=[CH:14][CH:13]=3)[CH:10]=2)[N:5]=[CH:4][N:3]=1. (8) Given the product [CH2:19]([O:11][C:10]([C:2]1[NH:1][C:9]2[C:4]([CH:3]=1)=[CH:5][CH:6]=[CH:7][CH:8]=2)=[O:12])[C:13]1[CH:18]=[CH:17][CH:16]=[CH:15][CH:14]=1, predict the reactants needed to synthesize it. The reactants are: [NH:1]1[C:9]2[C:4](=[CH:5][CH:6]=[CH:7][CH:8]=2)[CH:3]=[C:2]1[C:10]([OH:12])=[O:11].[C:13]1([CH2:19]O)[CH:18]=[CH:17][CH:16]=[CH:15][CH:14]=1. (9) Given the product [Cl:3][C:4]1[N:5]=[CH:6][C:7]2[N:13]([CH3:25])[C:12](=[O:14])[C:11]3([CH2:16][CH2:15]3)[CH2:10][N:9]([C@@H:17]3[CH2:21][CH2:20][C:19]([F:23])([F:22])[CH2:18]3)[C:8]=2[N:24]=1, predict the reactants needed to synthesize it. The reactants are: [H-].[Na+].[Cl:3][C:4]1[N:5]=[CH:6][C:7]2[NH:13][C:12](=[O:14])[C:11]3([CH2:16][CH2:15]3)[CH2:10][N:9]([C@@H:17]3[CH2:21][CH2:20][C:19]([F:23])([F:22])[CH2:18]3)[C:8]=2[N:24]=1.[CH3:25]I. (10) Given the product [CH2:13]1[O:21][C:20]2[CH:19]=[CH:18][C:17]([NH:22][C:23]([NH:12][CH2:11][CH2:10][C:5]3[CH:6]=[CH:7][C:8]4[O:9][CH2:1][O:2][C:3]=4[CH:4]=3)=[O:24])=[CH:16][C:15]=2[O:14]1, predict the reactants needed to synthesize it. The reactants are: [CH2:1]1[O:9][C:8]2[CH:7]=[CH:6][C:5]([CH2:10][CH2:11][NH2:12])=[CH:4][C:3]=2[O:2]1.[CH2:13]1[O:21][C:20]2[CH:19]=[CH:18][C:17]([N:22]=[C:23]=[O:24])=[CH:16][C:15]=2[O:14]1.